The task is: Predict the reactants needed to synthesize the given product.. This data is from Retrosynthesis with 50K atom-mapped reactions and 10 reaction types from USPTO. (1) Given the product C[C@H]1COCCN1c1nc2c(c(-c3ccc(NC(=O)Oc4ccccc4)cc3)n1)CN(C(=O)OC(C)(C)C)C2, predict the reactants needed to synthesize it. The reactants are: C[C@H]1COCCN1c1nc2c(c(-c3ccc(N)cc3)n1)CN(C(=O)OC(C)(C)C)C2.O=C(Cl)Oc1ccccc1. (2) Given the product Cc1ccc(C(=O)NC2CC2)cc1-c1ccc2c(=O)n(Cc3ccccc3)cc(CN3CCCC3)c2c1, predict the reactants needed to synthesize it. The reactants are: C1CCNC1.Cc1ccc(C(=O)NC2CC2)cc1-c1ccc2c(=O)n(Cc3ccccc3)cc(C=O)c2c1. (3) Given the product COC(=O)C1CCCC(=O)N1C(=O)OC(C)(C)C, predict the reactants needed to synthesize it. The reactants are: CC(C)(C)OC(=O)OC(=O)OC(C)(C)C.COC(=O)C1CCCC(=O)N1. (4) Given the product COC(=O)C(Cl)Cc1ccc(CCOc2ccc(OCc3ccccc3)cc2)cc1, predict the reactants needed to synthesize it. The reactants are: COC(=O)C(Cl)Cc1ccc(CCO)cc1.Oc1ccc(OCc2ccccc2)cc1.